This data is from Forward reaction prediction with 1.9M reactions from USPTO patents (1976-2016). The task is: Predict the product of the given reaction. The product is: [CH:38]1([NH:34][C:23](=[O:25])[C:22]2[CH:21]=[CH:20][C:19]([N:16]3[CH2:15][CH2:14][N:13]([CH2:12][C:9]4[CH:10]=[N:11][C:5]5[N:4]6[CH2:28][CH2:29][S:30][CH2:31][C@H:3]6[C:2](=[O:1])[NH:7][C:6]=5[CH:8]=4)[CH2:18][CH2:17]3)=[CH:27][CH:26]=2)[CH2:40][CH2:39]1. Given the reactants [O:1]=[C:2]1[NH:7][C:6]2[CH:8]=[C:9]([CH2:12][N:13]3[CH2:18][CH2:17][N:16]([C:19]4[CH:27]=[CH:26][C:22]([C:23]([OH:25])=O)=[CH:21][CH:20]=4)[CH2:15][CH2:14]3)[CH:10]=[N:11][C:5]=2[N:4]2[CH2:28][CH2:29][S:30][CH2:31][C@@H:3]12.C([N:34]([CH:38]([CH3:40])[CH3:39])C(C)C)C.C1(N)CC1, predict the reaction product.